From a dataset of Catalyst prediction with 721,799 reactions and 888 catalyst types from USPTO. Predict which catalyst facilitates the given reaction. (1) Reactant: [Cl:1][C:2]1[C:7]2[CH:8]=[N:9][NH:10][C:6]=2[CH:5]=[C:4]([CH3:11])[N:3]=1.[OH-].[K+].[I:14]I.S(S([O-])=O)([O-])(=O)=O.[Na+].[Na+]. Product: [Cl:1][C:2]1[C:7]2[C:8]([I:14])=[N:9][NH:10][C:6]=2[CH:5]=[C:4]([CH3:11])[N:3]=1. The catalyst class is: 12. (2) Reactant: [F:1][C:2]1[CH:3]=[CH:4][C:5]([N+:11]([O-:13])=[O:12])=[C:6]([CH:10]=1)[C:7](O)=[O:8].Cl.CN.C[CH2:18][N:19]=C=NCCCN(C)C.C1C=CC2N(O)N=NC=2C=1.C(N(CC)CC)C. Product: [F:1][C:2]1[CH:3]=[CH:4][C:5]([N+:11]([O-:13])=[O:12])=[C:6]([CH:10]=1)[C:7]([NH:19][CH3:18])=[O:8]. The catalyst class is: 39. (3) Reactant: [OH:1][CH2:2][C@H:3]1[CH2:8][CH2:7][CH2:6][CH2:5][C@@H:4]1[NH:9]C(=O)OC(C)(C)C.Cl. Product: [NH2:9][C@H:4]1[CH2:5][CH2:6][CH2:7][CH2:8][C@@H:3]1[CH2:2][OH:1]. The catalyst class is: 12.